This data is from Full USPTO retrosynthesis dataset with 1.9M reactions from patents (1976-2016). The task is: Predict the reactants needed to synthesize the given product. (1) Given the product [OH:16][C:17]1[CH:21]=[C:20]([CH2:22][CH2:23][C:24]([O:26][CH2:27][CH3:28])=[O:25])[N:19]([CH2:29][CH:30]([CH3:31])[CH3:32])[N:18]=1, predict the reactants needed to synthesize it. The reactants are: O1CCCC1CCO.C([O:16][C:17]1[CH:21]=[C:20](/[CH:22]=[CH:23]/[C:24]([O:26][CH2:27][CH3:28])=[O:25])[N:19]([CH2:29][CH:30]([CH3:32])[CH3:31])[N:18]=1)C1C=CC=CC=1. (2) Given the product [Cl:1][C:2]1[CH:3]=[C:4]([O:9][S:35]([C:21]2[C:22]3[CH2:23][CH2:24][CH:25]([NH:28][C:29](=[O:34])[C:30]([F:31])([F:32])[F:33])[CH2:26][C:27]=3[C:18]([O:17][CH3:16])=[CH:19][CH:20]=2)(=[O:36])=[O:37])[CH:5]=[CH:6][C:7]=1[Cl:8], predict the reactants needed to synthesize it. The reactants are: [Cl:1][C:2]1[CH:3]=[C:4]([OH:9])[CH:5]=[CH:6][C:7]=1[Cl:8].N1C=CC=CC=1.[CH3:16][O:17][C:18]1[C:27]2[CH2:26][CH:25]([NH:28][C:29](=[O:34])[C:30]([F:33])([F:32])[F:31])[CH2:24][CH2:23][C:22]=2[C:21]([S:35](Cl)(=[O:37])=[O:36])=[CH:20][CH:19]=1. (3) Given the product [Cl:1][C:2]1[CH:3]=[C:4]2[N:11]([S:12]([C:15]3[CH:21]=[CH:20][C:18]([CH3:19])=[CH:17][CH:16]=3)(=[O:14])=[O:13])[CH:10]=[CH:9][C:5]2=[N:6][C:7]=1[C:22]#[N:23], predict the reactants needed to synthesize it. The reactants are: [Cl:1][C:2]1[CH:3]=[C:4]2[N:11]([S:12]([C:15]3[CH:21]=[CH:20][C:18]([CH3:19])=[CH:17][CH:16]=3)(=[O:14])=[O:13])[CH:10]=[CH:9][C:5]2=[N+:6]([O-])[CH:7]=1.[CH3:22][N:23](C)C(Cl)=O.C[Si](C#N)(C)C.